From a dataset of Catalyst prediction with 721,799 reactions and 888 catalyst types from USPTO. Predict which catalyst facilitates the given reaction. (1) Reactant: [CH:1]1([C:4]2[CH:5]=[C:6](B3OC(C)(C)C(C)(C)O3)[CH:7]=[CH:8][C:9]=2[F:10])[CH2:3][CH2:2]1.[Cl:20][C:21]1[N:26]=[C:25](Cl)[N:24]=[C:23]([O:28][CH3:29])[N:22]=1.C(=O)([O-])[O-].[Na+].[Na+].O. Product: [Cl:20][C:21]1[N:26]=[C:25]([C:6]2[CH:7]=[CH:8][C:9]([F:10])=[C:4]([CH:1]3[CH2:2][CH2:3]3)[CH:5]=2)[N:24]=[C:23]([O:28][CH3:29])[N:22]=1. The catalyst class is: 155. (2) Reactant: [C:1]([OH:8])(=[O:7])[CH2:2][CH2:3][C:4]([OH:6])=[O:5].[F:9][C:10]([F:34])([F:33])[O:11][C:12]1[CH:32]=[CH:31][C:15]([O:16][CH2:17][CH2:18][CH2:19][O:20][NH:21][C:22]([NH:24][C:25]([NH:27][CH:28]([CH3:30])[CH3:29])=[NH:26])=[NH:23])=[CH:14][CH:13]=1.O. Product: [C:1]([OH:8])(=[O:7])[CH2:2][CH2:3][C:4]([OH:6])=[O:5].[F:9][C:10]([F:33])([F:34])[O:11][C:12]1[CH:13]=[CH:14][C:15]([O:16][CH2:17][CH2:18][CH2:19][O:20][NH:21][C:22]([NH:24][C:25]([NH:27][CH:28]([CH3:29])[CH3:30])=[NH:26])=[NH:23])=[CH:31][CH:32]=1.[F:9][C:10]([F:33])([F:34])[O:11][C:12]1[CH:13]=[CH:14][C:15]([O:16][CH2:17][CH2:18][CH2:19][O:20][NH:21][C:22]([NH:24][C:25]([NH:27][CH:28]([CH3:29])[CH3:30])=[NH:26])=[NH:23])=[CH:31][CH:32]=1. The catalyst class is: 8. (3) Reactant: [C:1]([C:3](=[C:7](SC)SC)[C:4]([NH2:6])=[O:5])#[N:2].[NH2:12][C:13]1[CH:21]=[CH:20][C:16]([CH2:17][C:18]#[N:19])=[CH:15][CH:14]=1.O.[NH2:23][NH2:24]. Product: [NH2:2][C:1]1[NH:24][N:23]=[C:7]([NH:12][C:13]2[CH:21]=[CH:20][C:16]([CH2:17][C:18]#[N:19])=[CH:15][CH:14]=2)[C:3]=1[C:4]([NH2:6])=[O:5]. The catalyst class is: 14. (4) Reactant: [CH:1]1([CH2:6][C:7]([NH:9][C:10]2[C:15]([CH3:16])=[CH:14][C:13]([NH:17][CH2:18][C:19]3[CH:24]=[CH:23][C:22]([C:25]([F:28])([F:27])[F:26])=[CH:21][CH:20]=3)=[CH:12][C:11]=2[CH3:29])=[O:8])[CH2:5][CH2:4][CH2:3][CH2:2]1.[C:30](O)(=O)C.C([BH3-])#N.[Na+].C=O. Product: [CH:1]1([CH2:6][C:7]([NH:9][C:10]2[C:15]([CH3:16])=[CH:14][C:13]([N:17]([CH3:30])[CH2:18][C:19]3[CH:24]=[CH:23][C:22]([C:25]([F:26])([F:27])[F:28])=[CH:21][CH:20]=3)=[CH:12][C:11]=2[CH3:29])=[O:8])[CH2:5][CH2:4][CH2:3][CH2:2]1. The catalyst class is: 5. (5) Reactant: N1CCCCC1.[CH3:7][O:8][C:9]1[CH:16]=[CH:15][C:12]([CH:13]=O)=[CH:11][C:10]=1[O:17][CH2:18][C:19]#[C:20][CH2:21][CH3:22].C([CH2:26][C:27]([NH:29][C:30]1[CH:38]=[CH:37][CH:36]=[CH:35][C:31]=1[C:32]([OH:34])=[O:33])=[O:28])(O)=O.CC(O)=O. Product: [CH3:7][O:8][C:9]1[CH:16]=[CH:15][C:12](/[CH:13]=[CH:26]/[C:27]([NH:29][C:30]2[CH:38]=[CH:37][CH:36]=[CH:35][C:31]=2[C:32]([OH:34])=[O:33])=[O:28])=[CH:11][C:10]=1[O:17][CH2:18][C:19]#[C:20][CH2:21][CH3:22]. The catalyst class is: 11. (6) Reactant: [Cl:1][C:2]1[CH:25]=[CH:24][C:5]([CH2:6][NH:7][C:8]([C:10]2[C:11](=[O:23])[C:12]3[S:19][C:18]([CH2:20]Cl)=[C:17]([CH3:22])[C:13]=3[N:14]([CH3:16])[CH:15]=2)=[O:9])=[CH:4][CH:3]=1.C(O)(=O)C(O)=O.[OH:32][CH:33]([C:38]1[CH:43]=[CH:42][CH:41]=[CH:40][CH:39]=1)[CH2:34]C[NH:48][OH:49].[OH:32][CH:33]([C:38]1[CH:43]=[CH:42][CH:41]=[CH:40][CH:39]=1)[CH2:34]C[NH:48][OH:49].C(N(C(C)C)CC)(C)C. Product: [Cl:1][C:2]1[CH:25]=[CH:24][C:5]([CH2:6][NH:7][C:8]([C:10]2[C:11](=[O:23])[C:12]3[S:19][C:18]([CH2:20][N:48]([OH:49])[CH2:34][CH:33]([OH:32])[C:38]4[CH:39]=[CH:40][CH:41]=[CH:42][CH:43]=4)=[C:17]([CH3:22])[C:13]=3[N:14]([CH3:16])[CH:15]=2)=[O:9])=[CH:4][CH:3]=1. The catalyst class is: 18. (7) Reactant: [CH:1]#[C:2][CH2:3][NH:4][C@H:5]1[C:9]2[CH:10]=[CH:11][CH:12]=[CH:13][C:8]=2[CH2:7][CH2:6]1.[CH3:14][S:15]([OH:18])(=[O:17])=[O:16]. Product: [CH3:14][S:15]([OH:18])(=[O:17])=[O:16].[CH:1]#[C:2][CH2:3][NH:4][C@H:5]1[C:9]2[CH:10]=[CH:11][CH:12]=[CH:13][C:8]=2[CH2:7][CH2:6]1. The catalyst class is: 32.